From a dataset of M1 muscarinic receptor agonist screen with 61,833 compounds. Binary Classification. Given a drug SMILES string, predict its activity (active/inactive) in a high-throughput screening assay against a specified biological target. The result is 1 (active). The drug is o1c2c(nc(c1=O)C)cc(N(CC)CC)cc2.